Dataset: Full USPTO retrosynthesis dataset with 1.9M reactions from patents (1976-2016). Task: Predict the reactants needed to synthesize the given product. (1) Given the product [CH3:1][C:2]1[CH:3]=[N:4][N:5]([C:19]2[CH:20]=[C:15]([NH2:14])[CH:16]=[N:21][CH:22]=2)[CH:6]=1, predict the reactants needed to synthesize it. The reactants are: [CH3:1][C:2]1[CH:3]=[N:4][NH:5][CH:6]=1.C(=O)([O-])[O-].[Cs+].[Cs+].C[NH:14][C@@H:15]1[CH2:20][CH2:19]CC[C@H:16]1[NH:21][CH3:22].BrC1C=C(N)C=NC=1. (2) Given the product [CH3:2][O:4][C:25]1[CH:24]=[C:23]2[C:28](=[CH:27][CH:26]=1)[C:14](=[O:18])[C:15]([CH3:16])([CH3:11])[CH2:29]2, predict the reactants needed to synthesize it. The reactants are: C[C:2](C)([O-:4])C.[K+].COC1C=[C:11]2[C:15](=[CH:16]C=1)[C:14](=[O:18])CC2.CI.[Cl-].[NH4+].[C:23]1([CH3:29])[CH:28]=[CH:27][CH:26]=[CH:25][CH:24]=1. (3) The reactants are: [C:1]([O:4][CH2:5][CH2:6][CH2:7][C:8]1[CH:13]=[CH:12][CH:11]=[C:10]([Br:14])[CH:9]=1)(=[O:3])[CH3:2].[Cl:15][S:16](O)(=[O:18])=[O:17]. Given the product [Br:14][C:10]1[CH:11]=[CH:12][C:13]([S:16]([Cl:15])(=[O:18])=[O:17])=[C:8]([CH2:7][CH2:6][CH2:5][O:4][C:1](=[O:3])[CH3:2])[CH:9]=1, predict the reactants needed to synthesize it. (4) Given the product [CH3:29][O:28][C:11]1[C:12]2[S:19][CH:20]=[CH:21][C:13]=2[C:14]2[CH:15]=[C:16]([O:17][CH3:18])[C:7]3[S:6][CH:5]=[CH:4][C:8]=3[C:9]=2[CH:10]=1, predict the reactants needed to synthesize it. The reactants are: C(O[CH:4](OCC)[CH2:5][S:6][C:7]1[C:16]([O:17][CH3:18])=[CH:15][C:14]2[C:9](=[CH:10][C:11]([O:28][CH3:29])=[C:12]([S:19][CH2:20][CH:21](OCC)OCC)[CH:13]=2)[CH:8]=1)C.ClC1C=CC=CC=1.ClCCl. (5) The reactants are: [C:1]1([C@H:13]2[C@H:17]([C:18]3[C:26]4[C:21](=[CH:22][CH:23]=[CH:24][CH:25]=4)[NH:20][CH:19]=3)[C:16](=[O:27])[NH:15][C:14]2=[O:28])[C:11]2=[C:12]3[C:7](=[CH:8][CH:9]=[CH:10]2)[CH2:6][CH2:5][CH2:4][N:3]3[CH:2]=1.C(Cl)Cl.C(Cl)Cl. Given the product [C:1]1([C@H:13]2[C@H:17]([C:18]3[C:26]4[C:21](=[CH:22][CH:23]=[CH:24][CH:25]=4)[NH:20][CH:19]=3)[C:16](=[O:27])[NH:15][C:14]2=[O:28])[C:11]2=[C:12]3[C:7](=[CH:8][CH:9]=[CH:10]2)[CH2:6][CH2:5][CH2:4][N:3]3[CH:2]=1, predict the reactants needed to synthesize it. (6) The reactants are: O1CCCC1.[CH3:6][N:7]1[C@@H:11]([CH3:12])[C@@H:10]([C:13]2[CH:18]=[CH:17][CH:16]=[CH:15][CH:14]=2)[N:9]([C:19](=[O:36])[CH2:20][CH2:21][CH2:22][C:23]([F:35])([F:34])[C:24]([F:33])([F:32])[C:25]([F:31])([F:30])[C:26]([F:29])([F:28])[F:27])[C:8]1=[O:37].C[Si]([N-][Si](C)(C)C)(C)C.[Li+].Br[CH2:49][CH2:50][CH2:51][CH2:52][CH2:53][CH2:54][CH:55]=[CH2:56]. Given the product [CH3:6][N:7]1[C@@H:11]([CH3:12])[C@@H:10]([C:13]2[CH:18]=[CH:17][CH:16]=[CH:15][CH:14]=2)[N:9]([C:19](=[O:36])[C@@H:20]([CH2:21][CH2:22][C:23]([F:35])([F:34])[C:24]([F:33])([F:32])[C:25]([F:30])([F:31])[C:26]([F:27])([F:28])[F:29])[CH2:56][CH2:55][CH2:54][CH2:53][CH2:52][CH2:51][CH:50]=[CH2:49])[C:8]1=[O:37], predict the reactants needed to synthesize it. (7) Given the product [ClH:25].[N:1]12[CH2:6][CH2:5][CH:4]([CH2:7][CH2:8]1)[CH:3]([O:9][C:10]1[CH:11]=[CH:12][C:13]([NH:16][C:17](=[O:24])[C:18]3[CH:19]=[CH:20][CH:21]=[CH:22][CH:23]=3)=[CH:14][CH:15]=1)[CH2:2]2, predict the reactants needed to synthesize it. The reactants are: [N:1]12[CH2:8][CH2:7][CH:4]([CH2:5][CH2:6]1)[CH:3]([O:9][C:10]1[CH:15]=[CH:14][C:13]([NH:16][C:17](=[O:24])[C:18]3[CH:23]=[CH:22][CH:21]=[CH:20][CH:19]=3)=[CH:12][CH:11]=1)[CH2:2]2.[ClH:25].O1CCOCC1. (8) Given the product [Cl:16][C:17]1[N:22]=[C:21]([I:23])[C:20]([NH:24][C:9](=[O:10])[O:11][C:12]([CH3:13])([CH3:14])[CH3:15])=[CH:19][CH:18]=1, predict the reactants needed to synthesize it. The reactants are: [CH3:13][C:12]([O:11][C:9](O[C:9]([O:11][C:12]([CH3:15])([CH3:14])[CH3:13])=[O:10])=[O:10])([CH3:15])[CH3:14].[Cl:16][C:17]1[N:22]=[C:21]([I:23])[C:20]([NH2:24])=[CH:19][CH:18]=1.